This data is from Forward reaction prediction with 1.9M reactions from USPTO patents (1976-2016). The task is: Predict the product of the given reaction. (1) Given the reactants [CH2:1]([N:8]([CH2:12][Si](C)(C)C)[CH2:9]OC)[C:2]1[CH:7]=[CH:6][CH:5]=[CH:4][CH:3]=1.[F:17][CH2:18][C:19](=[CH2:25])[C:20]([O:22][CH2:23][CH3:24])=[O:21].C(O)(C(F)(F)F)=O.C([O-])(O)=O.[Na+], predict the reaction product. The product is: [CH2:1]([N:8]1[CH2:9][CH2:25][C:19]([CH2:18][F:17])([C:20]([O:22][CH2:23][CH3:24])=[O:21])[CH2:12]1)[C:2]1[CH:3]=[CH:4][CH:5]=[CH:6][CH:7]=1. (2) Given the reactants [CH3:1][C:2]([C:4]1[C:5]2[CH2:6][CH2:7][C:8]([CH3:18])([CH3:17])[C:9]=2[CH:10]=[C:11]([C:13]([CH3:16])([CH3:15])[CH3:14])[CH:12]=1)=O.[C:19](O)(=O)C.[CH:23]([NH2:25])=[NH:24], predict the reaction product. The product is: [CH3:14][C:13]([C:11]1[CH:10]=[C:9]2[C:5]([CH2:6][CH2:7][C:8]2([CH3:18])[CH3:17])=[C:4]([C:2]2[CH:1]=[CH:19][N:25]=[CH:23][N:24]=2)[CH:12]=1)([CH3:16])[CH3:15]. (3) The product is: [CH2:1]([O:8][N:9]=[C:10]1[C:18]2[C:13](=[CH:14][C:15]([C:23]3[C:24]([C:29]4[CH:34]=[CH:33][N:32]=[CH:31][CH:30]=4)=[N:25][N:26]([CH3:28])[CH:27]=3)=[CH:16][CH:17]=2)[CH2:12][CH2:11]1)[C:2]1[CH:7]=[CH:6][CH:5]=[CH:4][CH:3]=1. Given the reactants [CH2:1]([O:8]/[N:9]=[C:10]1\[CH2:11][CH2:12][C:13]2[C:18]\1=[CH:17][CH:16]=[C:15](B(O)O)[CH:14]=2)[C:2]1[CH:7]=[CH:6][CH:5]=[CH:4][CH:3]=1.Br[C:23]1[C:24]([C:29]2[CH:34]=[CH:33][N:32]=[CH:31][CH:30]=2)=[N:25][N:26]([CH3:28])[CH:27]=1, predict the reaction product. (4) Given the reactants [F:1][C:2]([F:12])([F:11])[C:3](=O)[CH2:4][C:5]([O:7][CH2:8][CH3:9])=[O:6].[NH2:13][C:14]([NH2:16])=[O:15].[CH:17]([O-])([O-])OCC, predict the reaction product. The product is: [OH:15][C:14]1[N:16]=[C:3]([C:2]([F:12])([F:11])[F:1])[C:4]([C:5]([O:7][CH2:8][CH3:9])=[O:6])=[CH:17][N:13]=1. (5) Given the reactants [Cl:1][C:2]1[CH:3]=[C:4]([NH2:12])[C:5]2[N:6]([C:8]([CH3:11])=[N:9][N:10]=2)[N:7]=1.[CH3:13][C:14]([O:17][C:18](O[C:18]([O:17][C:14]([CH3:16])([CH3:15])[CH3:13])=[O:19])=[O:19])([CH3:16])[CH3:15], predict the reaction product. The product is: [Cl:1][C:2]1[CH:3]=[C:4]([NH:12][C:18](=[O:19])[O:17][C:14]([CH3:16])([CH3:15])[CH3:13])[C:5]2[N:6]([C:8]([CH3:11])=[N:9][N:10]=2)[N:7]=1.